Dataset: Full USPTO retrosynthesis dataset with 1.9M reactions from patents (1976-2016). Task: Predict the reactants needed to synthesize the given product. (1) The reactants are: CO.[BH4-].[Na+].ClCCl.[CH:8]1([C:11]2[C:21]([C:22]([C:24]3[N:29]=[C:28]([C:30]([O:32][CH3:33])=[O:31])[CH:27]=[CH:26][CH:25]=3)=[O:23])=[C:14]3[CH:15]=[CH:16][C:17]([O:19][CH3:20])=[CH:18][N:13]3[N:12]=2)[CH2:10][CH2:9]1. Given the product [CH:8]1([C:11]2[C:21]([CH:22]([OH:23])[C:24]3[N:29]=[C:28]([C:30]([O:32][CH3:33])=[O:31])[CH:27]=[CH:26][CH:25]=3)=[C:14]3[CH:15]=[CH:16][C:17]([O:19][CH3:20])=[CH:18][N:13]3[N:12]=2)[CH2:10][CH2:9]1, predict the reactants needed to synthesize it. (2) Given the product [CH:15]([C:12]1[CH:13]=[CH:14][C:9]([CH:4]([C:3]#[N:7])[C:5]#[N:6])=[CH:10][CH:11]=1)=[CH2:16], predict the reactants needed to synthesize it. The reactants are: [H-].[Na+].[C:3](#[N:7])[CH2:4][C:5]#[N:6].I[C:9]1[CH:14]=[CH:13][C:12]([CH:15]=[CH2:16])=[CH:11][CH:10]=1.Cl.